Dataset: Forward reaction prediction with 1.9M reactions from USPTO patents (1976-2016). Task: Predict the product of the given reaction. (1) Given the reactants Cl[C:2]1[C:3]2[CH:30]=[C:29]([Cl:31])[CH:28]=[CH:27][C:4]=2[N:5]([CH2:18][C:19]2[CH:24]=[CH:23][C:22]([O:25][CH3:26])=[CH:21][CH:20]=2)[C:6](=[O:17])[CH:7]([CH2:9][C:10]2[CH:15]=[CH:14][CH:13]=[CH:12][C:11]=2[Cl:16])[N:8]=1.[Li+].[Cl-].CC1(C)C(C)(C)OB([C:42]2[CH:43]=[CH:44][C:45]([NH:48][C:49](=[O:51])[CH3:50])=[N:46][CH:47]=2)O1.O, predict the reaction product. The product is: [Cl:31][C:29]1[CH:28]=[CH:27][C:4]2[N:5]([CH2:18][C:19]3[CH:24]=[CH:23][C:22]([O:25][CH3:26])=[CH:21][CH:20]=3)[C:6](=[O:17])[CH:7]([CH2:9][C:10]3[CH:15]=[CH:14][CH:13]=[CH:12][C:11]=3[Cl:16])[N:8]=[C:2]([C:42]3[CH:43]=[CH:44][C:45]([NH:48][C:49](=[O:51])[CH3:50])=[N:46][CH:47]=3)[C:3]=2[CH:30]=1. (2) Given the reactants Br[C:2]1[N:3]([CH2:21][C:22]([O:24][C:25]([CH3:28])([CH3:27])[CH3:26])=[O:23])[C:4]2[C:9]([C:10]=1[CH:11]1[CH2:16][CH2:15][CH2:14][CH2:13][CH2:12]1)=[CH:8][CH:7]=[C:6]([C:17]([O:19][CH3:20])=[O:18])[CH:5]=2.C([O-])([O-])=O.[Na+].[Na+].CC1(C)C(C)(C)OB([C:43]2[CH:48]=[CH:47][CH:46]=[CH:45][C:44]=2[NH:49][C:50](=[O:56])[O:51][C:52]([CH3:55])([CH3:54])[CH3:53])O1, predict the reaction product. The product is: [C:52]([O:51][C:50]([NH:49][C:44]1[CH:45]=[CH:46][CH:47]=[CH:48][C:43]=1[C:2]1[N:3]([CH2:21][C:22]([O:24][C:25]([CH3:27])([CH3:26])[CH3:28])=[O:23])[C:4]2[C:9]([C:10]=1[CH:11]1[CH2:16][CH2:15][CH2:14][CH2:13][CH2:12]1)=[CH:8][CH:7]=[C:6]([C:17]([O:19][CH3:20])=[O:18])[CH:5]=2)=[O:56])([CH3:55])([CH3:53])[CH3:54]. (3) Given the reactants [C:1]([NH:4][NH:5][C:6]([C:8]1[N:9]=[CH:10][N:11]([C:13]2[CH:18]=[CH:17][CH:16]=[C:15]([Br:19])[CH:14]=2)[CH:12]=1)=[O:7])(=O)[CH3:2].[NH4+].[OH-], predict the reaction product. The product is: [Br:19][C:15]1[CH:14]=[C:13]([N:11]2[CH:12]=[C:8]([C:6]3[O:7][C:1]([CH3:2])=[N:4][N:5]=3)[N:9]=[CH:10]2)[CH:18]=[CH:17][CH:16]=1. (4) Given the reactants [C:1]1(=[O:7])[O:6][C:4](=O)[CH:3]=[CH:2]1.[NH2:8][CH2:9][CH2:10][CH2:11][Si:12]([O:19][CH2:20][CH3:21])([O:16][CH2:17][CH3:18])[O:13][CH2:14][CH3:15].C[Si](C)(C)N[Si](C)(C)C, predict the reaction product. The product is: [CH2:17]([O:16][Si:12]([O:19][CH2:20][CH3:21])([O:13][CH2:14][CH3:15])[CH2:11][CH2:10][CH2:9][N:8]1[C:1](=[O:7])[CH:2]=[CH:3][C:4]1=[O:6])[CH3:18]. (5) Given the reactants [OH:1][C:2]1[CH:3]=[C:4]([CH:8]2[CH2:13][CH2:12][N:11]([C:14]([O:16][C:17]([CH3:20])([CH3:19])[CH3:18])=[O:15])[CH2:10][CH2:9]2)[CH:5]=[CH:6][CH:7]=1.Cl[CH2:22][C:23]1[CH:28]=[CH:27][C:26]([S:29]([CH3:32])(=[O:31])=[O:30])=[CH:25][CH:24]=1, predict the reaction product. The product is: [CH3:32][S:29]([C:26]1[CH:27]=[CH:28][C:23]([CH2:22][O:1][C:2]2[CH:3]=[C:4]([CH:8]3[CH2:9][CH2:10][N:11]([C:14]([O:16][C:17]([CH3:20])([CH3:19])[CH3:18])=[O:15])[CH2:12][CH2:13]3)[CH:5]=[CH:6][CH:7]=2)=[CH:24][CH:25]=1)(=[O:30])=[O:31]. (6) Given the reactants Cl[C:2]1[C:3]2[C:4](=[CH:16][N:17](CC3C=CC(OC)=CC=3)[N:18]=2)[N:5]=[C:6]([C:8]2[CH:13]=[CH:12][C:11]([O:14][CH3:15])=[CH:10][CH:9]=2)[N:7]=1.[CH3:28][N:29]1[CH2:34][CH2:33][N:32]([C:35]2[CH:41]=[CH:40][C:38]([NH2:39])=[CH:37][CH:36]=2)[CH2:31][CH2:30]1.Cl, predict the reaction product. The product is: [CH3:15][O:14][C:11]1[CH:10]=[CH:9][C:8]([C:6]2[N:7]=[C:2]([NH:39][C:38]3[CH:37]=[CH:36][C:35]([N:32]4[CH2:31][CH2:30][N:29]([CH3:28])[CH2:34][CH2:33]4)=[CH:41][CH:40]=3)[C:3]3[NH:18][N:17]=[CH:16][C:4]=3[N:5]=2)=[CH:13][CH:12]=1. (7) Given the reactants [CH3:1][O:2][C:3](=[O:19])[CH2:4][C:5]1[C:6]([CH3:18])=[N:7][N:8]([CH2:11][C:12]2[CH:17]=[CH:16][CH:15]=[CH:14][CH:13]=2)[C:9]=1[CH3:10].[N+:20]([O-])([OH:22])=[O:21], predict the reaction product. The product is: [CH3:1][O:2][C:3](=[O:19])[CH2:4][C:5]1[C:6]([CH3:18])=[N:7][N:8]([CH2:11][C:12]2[CH:17]=[CH:16][C:15]([N+:20]([O-:22])=[O:21])=[CH:14][CH:13]=2)[C:9]=1[CH3:10]. (8) Given the reactants [Cl:1][C:2]1[C:7]([O:8][CH3:9])=[CH:6][C:5]([O:10][CH3:11])=[C:4]([Cl:12])[C:3]=1[NH:13]C(=O)C.CCO.[OH-].[K+], predict the reaction product. The product is: [Cl:1][C:2]1[C:7]([O:8][CH3:9])=[CH:6][C:5]([O:10][CH3:11])=[C:4]([Cl:12])[C:3]=1[NH2:13]. (9) The product is: [C:5]([O:4][C:1]1[C:9](=[CH:15][CH:14]=[CH:13][CH:2]=1)[C:8]([OH:17])=[O:16])(=[O:7])[CH3:6]. Given the reactants [C:1]([O:4][C:5](=[O:7])[CH3:6])(=O)[CH3:2].[C:8]([OH:17])(=[O:16])[C:9]1C(=C[CH:13]=[CH:14][CH:15]=1)O, predict the reaction product.